Task: Predict the reactants needed to synthesize the given product.. Dataset: Full USPTO retrosynthesis dataset with 1.9M reactions from patents (1976-2016) (1) Given the product [CH:17]1([N:13]2[CH2:14][CH2:15][CH2:16][N:10]([C:8]([C:4]3[CH:3]=[C:2]([O:24][C:21]4[CH:6]=[CH:7][CH:2]=[CH:3][CH:4]=4)[CH:7]=[CH:6][N:5]=3)=[O:9])[CH2:11][CH2:12]2)[CH2:20][CH2:19][CH2:18]1, predict the reactants needed to synthesize it. The reactants are: Br[C:2]1[CH:7]=[CH:6][N:5]=[C:4]([C:8]([N:10]2[CH2:16][CH2:15][CH2:14][N:13]([CH:17]3[CH2:20][CH2:19][CH2:18]3)[CH2:12][CH2:11]2)=[O:9])[CH:3]=1.[C:21]([O-:24])([O-])=O.[Cs+].[Cs+]. (2) Given the product [Cl:1][C:2]1[CH:3]=[C:4]2[C:10]([C:11]3[N:16]=[C:15]([NH:17][C@H:18]4[CH2:22][CH2:21][N:20]([C:30]([O:29][CH3:28])=[O:31])[CH2:19]4)[C:14]([F:27])=[CH:13][N:12]=3)=[CH:9][NH:8][C:5]2=[N:6][CH:7]=1, predict the reactants needed to synthesize it. The reactants are: [Cl:1][C:2]1[CH:3]=[C:4]2[C:10]([C:11]3[N:16]=[C:15]([NH:17][C@H:18]4[CH2:22][CH2:21][N:20](S(C)(=O)=O)[CH2:19]4)[C:14]([F:27])=[CH:13][N:12]=3)=[CH:9][NH:8][C:5]2=[N:6][CH:7]=1.[CH3:28][O:29][C:30](Cl)=[O:31]. (3) Given the product [CH3:19][O:18][C:16]([C:12]1[CH:11]=[C:10]2[C:15]([C:7]([CH:1]3[CH2:2][CH2:3][CH2:4][CH2:5][CH2:6]3)=[C:8]([Br:26])[NH:9]2)=[CH:14][CH:13]=1)=[O:17], predict the reactants needed to synthesize it. The reactants are: [CH:1]1([C:7]2[C:15]3[C:10](=[CH:11][C:12]([C:16]([O:18][CH3:19])=[O:17])=[CH:13][CH:14]=3)[NH:9][CH:8]=2)[CH2:6][CH2:5][CH2:4][CH2:3][CH2:2]1.C1C=C[NH+]=CC=1.[Br:26][Br-]Br. (4) Given the product [CH:1]1[CH:6]=[CH:5][C:4]([C:10]([OH:12])=[O:11])=[C:3]([C:13]2[C:14]3[CH:19]=[CH:18][C:17]([OH:20])=[CH:16][C:15]=3[O:21][C:22]3[C:23]=2[CH:24]=[CH:25][C:26]([CH:27]=3)=[O:28])[CH:2]=1, predict the reactants needed to synthesize it. The reactants are: [CH:1]1[C:6](N=C=S)=[CH:5][C:4]2[C:10]([O:12][C:13]3([C:23]4[CH:24]=[CH:25][C:26]([OH:28])=[CH:27][C:22]=4[O:21][C:15]4[CH:16]=[C:17]([OH:20])[CH:18]=[CH:19][C:14]3=4)[C:3]=2[CH:2]=1)=[O:11]. (5) Given the product [CH3:16][O:5][C:4](=[O:6])[C:3]1[CH:7]=[CH:8][C:9]([N+:11]([O-:13])=[O:12])=[CH:10][C:2]=1[OH:1], predict the reactants needed to synthesize it. The reactants are: [OH:1][C:2]1[CH:10]=[C:9]([N+:11]([O-:13])=[O:12])[CH:8]=[CH:7][C:3]=1[C:4]([OH:6])=[O:5].CO.[C:16]1(C)C=CC=CC=1.C[Si](C=[N+]=[N-])(C)C.